This data is from B-cell epitopes from IEDB database with 3,159 antigens for binding position prediction. The task is: Token-level Classification. Given an antigen amino acid sequence, predict which amino acid positions are active epitope sites capable of antibody binding. Output is a list of indices for active positions. Given the antigen sequence: MSKGPAVGIDLGTTYSCVGVFQHGKVEIIANDQGNRTTPSYVAFTDTERLIGDAAKNQVAMNPTNTVFDAKRLIGRRFDDAVVQSDMKHWPFMVVNDAGRPKVQVEYKGETKSFYPEEVSSMVLTKMKEIAEAYLGKTVTNAVVTVPAYFNDSQRQATKDAGTIAGLNVLRIINEPTAAAIAYGLDKKVGAERNVLIFDLGGGTFDVSILTIEDGIFEVKSTAGDTHLGGEDFDNRMVNHFIAEFKRKHKKDISENKRAVRRLRTACERAKRTLSSSTQASIEIDSLYEGIDFYTSITRARFEELNADLFRGTLDPVEKALRDAKLDKSQIHDIVLVGGSTRIPKIQKLLQDFFNGKELNKSINPDEAVAYGAAVQAAILSGDKSENVQDLLLLDVTPLSLGIETAGGVMTVLIKRNTTIPTKQTQTFTTYSDNQPGVLIQVYEGERAMTKDNNLLGKFELTGIPPAPRGVPQIEVTFDIDANGILNVSAVDKSTGKENK..., which amino acid positions are active epitope sites? The epitope positions are: [617, 618, 619, 620, 621, 622, 623, 624, 625, 626, 627, 628, 629, 630, 631]. The amino acids at these positions are: PGGMPGGFPGGGAPP.